From a dataset of Peptide-MHC class I binding affinity with 185,985 pairs from IEDB/IMGT. Regression. Given a peptide amino acid sequence and an MHC pseudo amino acid sequence, predict their binding affinity value. This is MHC class I binding data. (1) The peptide sequence is DSVKGRFTISR. The MHC is HLA-A68:01 with pseudo-sequence HLA-A68:01. The binding affinity (normalized) is 0.552. (2) The peptide sequence is GEDDDMLPW. The MHC is HLA-B40:01 with pseudo-sequence HLA-B40:01. The binding affinity (normalized) is 0.274. (3) The peptide sequence is IMKVVNRWL. The MHC is HLA-B35:01 with pseudo-sequence HLA-B35:01. The binding affinity (normalized) is 0.0847. (4) The peptide sequence is QKKKQRSGVL. The MHC is HLA-B08:01 with pseudo-sequence HLA-B08:01. The binding affinity (normalized) is 0.303. (5) The peptide sequence is QVKRREGMF. The MHC is HLA-B18:01 with pseudo-sequence HLA-B18:01. The binding affinity (normalized) is 0.0847. (6) The peptide sequence is FPTQADAIG. The MHC is HLA-B18:01 with pseudo-sequence HLA-B18:01. The binding affinity (normalized) is 0.0847. (7) The peptide sequence is ELYVSSSYK. The MHC is HLA-A03:01 with pseudo-sequence HLA-A03:01. The binding affinity (normalized) is 1.00.